Dataset: Forward reaction prediction with 1.9M reactions from USPTO patents (1976-2016). Task: Predict the product of the given reaction. (1) Given the reactants N.[Na].C1([P:9]([C:16]2[CH:21]=[CH:20][CH:19]=[CH:18][CH:17]=2)[C:10]2[CH:15]=[CH:14][CH:13]=[CH:12][CH:11]=2)C=CC=CC=1.Cl[C:23]1[NH:24][C:25](=[O:33])[C:26]2[C:31]([CH:32]=1)=[CH:30][CH:29]=[CH:28][CH:27]=2, predict the reaction product. The product is: [C:16]1([P:9]([C:10]2[CH:11]=[CH:12][CH:13]=[CH:14][CH:15]=2)[C:23]2[NH:24][C:25](=[O:33])[C:26]3[C:31]([CH:32]=2)=[CH:30][CH:29]=[CH:28][CH:27]=3)[CH:17]=[CH:18][CH:19]=[CH:20][CH:21]=1. (2) Given the reactants [NH2:1][CH2:2][C@@H:3]1[C@H:7]([OH:8])[CH2:6][N:5]([C:9]([O:11][C:12]([CH3:15])([CH3:14])[CH3:13])=[O:10])[CH2:4]1.C(N(CC)CC)C.[F:23][C:24]([F:35])([F:34])[C:25](O[C:25](=[O:26])[C:24]([F:35])([F:34])[F:23])=[O:26], predict the reaction product. The product is: [OH:8][C@H:7]1[C@@H:3]([CH2:2][NH:1][C:25](=[O:26])[C:24]([F:35])([F:34])[F:23])[CH2:4][N:5]([C:9]([O:11][C:12]([CH3:15])([CH3:14])[CH3:13])=[O:10])[CH2:6]1. (3) Given the reactants [OH:1][C:2]1[CH:7]=[C:6]([CH3:8])[C:5]([C:9]2[CH:14]=[CH:13][CH:12]=[C:11]([CH:15]=[O:16])[CH:10]=2)=[C:4]([CH3:17])[CH:3]=1.[Si:18](Cl)([C:21]([CH3:24])([CH3:23])[CH3:22])([CH3:20])[CH3:19].N1C=CN=C1, predict the reaction product. The product is: [Si:18]([O:1][C:2]1[CH:7]=[C:6]([CH3:8])[C:5]([C:9]2[CH:14]=[CH:13][CH:12]=[C:11]([CH:15]=[O:16])[CH:10]=2)=[C:4]([CH3:17])[CH:3]=1)([C:21]([CH3:24])([CH3:23])[CH3:22])([CH3:20])[CH3:19]. (4) Given the reactants [NH2:1][C:2]1[C:10]2[C:9](=[O:11])[NH:8][C:7](=[O:12])[C:6]=2[C:5]([NH2:13])=[C:4]2[C:14](=[O:23])[C:15]3[C:20]([C:21](=[O:22])[C:3]=12)=[CH:19][CH:18]=[CH:17][CH:16]=3.N[CH2:25][CH2:26][OH:27], predict the reaction product. The product is: [NH2:1][C:2]1[C:10]2[C:9](=[O:11])[N:8]([CH2:25][CH2:26][OH:27])[C:7](=[O:12])[C:6]=2[C:5]([NH2:13])=[C:4]2[C:14](=[O:23])[C:15]3[C:20]([C:21](=[O:22])[C:3]=12)=[CH:19][CH:18]=[CH:17][CH:16]=3. (5) Given the reactants [CH2:1]([O:3][C:4]([C:6]1[C:14]2[C:9](=[CH:10][CH:11]=[C:12]([OH:15])[CH:13]=2)[N:8]([C:16]2[CH:21]=[CH:20][CH:19]=[CH:18][CH:17]=2)[C:7]=1[CH2:22][C:23]([O:25][CH2:26][CH3:27])=[O:24])=[O:5])[CH3:2].[F:28][C:29]1[CH:30]=[C:31](B(O)O)[CH:32]=[CH:33][C:34]=1[Cl:35], predict the reaction product. The product is: [CH2:1]([O:3][C:4]([C:6]1[C:14]2[C:9](=[CH:10][CH:11]=[C:12]([O:15][C:31]3[CH:32]=[CH:33][C:34]([Cl:35])=[C:29]([F:28])[CH:30]=3)[CH:13]=2)[N:8]([C:16]2[CH:17]=[CH:18][CH:19]=[CH:20][CH:21]=2)[C:7]=1[CH2:22][C:23]([O:25][CH2:26][CH3:27])=[O:24])=[O:5])[CH3:2].